Dataset: Experimentally validated miRNA-target interactions with 360,000+ pairs, plus equal number of negative samples. Task: Binary Classification. Given a miRNA mature sequence and a target amino acid sequence, predict their likelihood of interaction. (1) Result: 1 (interaction). The protein sequence of the target gene is MLPPQLCWLPLLAALLPPVPAQKFSALTFLRVDQDKDRDCSLDCPSSPQKPLCASDGRTFLSRCEFQRAKCKDPQLEIAHRGNCKDVSRCVAERKYTQEQARKEFQQVFIPECNDDGTYSQVQCHSYTGYCWCVTPNGRPISGTAVAHKTPRCPGSINEKVPQREGAGKADDAAAPALETQPQGDEEDIASRYPTLWTEQVKSRQNKTNKNSASSCDQEHQSALEEAKQPKNDNVVIPECAHGGLYKPVQCHPSTGYCWCVLVDTGRPIPGTSTRYEQPKCDNTARAHPAKARDLYKNRP.... The miRNA is mmu-miR-19b-3p with sequence UGUGCAAAUCCAUGCAAAACUGA. (2) The miRNA is hsa-miR-4290 with sequence UGCCCUCCUUUCUUCCCUC. The protein sequence of the target gene is MVSNPVHGLPFLPGTSFKDSTKTAFHRSQTLSYRNGYAIVRRPTVGIGGDRLQFNQLSQAELDELASKAPVLTYGQPKQAPPADFIPAHVAFDKKVLKFDAYFQEDVPMSTEEQYRIRQVNIYYYLEDDSMSVIEPVVENSGILQGKLIKRQRLAKNDRGDHYHWKDLNRGINITIYGKTFRVVDCDQFTQVFLESQGIELNPPEKMALDPYTELRKQPLRKYVTPSDFDQLKQFLTFDKQVLRFYAIWDDTDSMYGECRTYIIHYYLMDDTVEIREVHERNDGRDPFPLLMNRQRVPKV.... Result: 0 (no interaction). (3) The miRNA is hsa-miR-8056 with sequence CGUGGAUUGUCUGGAUGCAU. The protein sequence of the target gene is MHGHGGYDSDFSDDERCGESSKRKKRTVEDDLLLQKPFQKEKHGKVAHKQVAAELLDREEARNRRFHLIAMDAYQRHTKFVNDYILYYGGKKEDFKRLGENDKTDLDVIRENHRFLWNEEDEMDMTWEKRLAKKYYDKLFKEYCIADLSKYKENKFGFRWRVEKEVISGKGQFFCGNKYCDKKEGLKSWEVNFGYIEHGEKRNALVKLRLCQECSIKLNFHHRRKEIKSKKRKDKTKKDCEESSHKKSRLSSAEEASKKKDKGHSSSKKSEDSLLRNSDEEESASESELWKGPLPETDEK.... Result: 0 (no interaction).